Dataset: Catalyst prediction with 721,799 reactions and 888 catalyst types from USPTO. Task: Predict which catalyst facilitates the given reaction. (1) Reactant: [CH2:1]([O:3][C:4]([C:6]1[NH:7][C:8]2[C:13]([C:14]=1[CH:15]=[O:16])=[CH:12][CH:11]=[C:10]([Cl:17])[CH:9]=2)=[O:5])[CH3:2].CC(=CC)C.[O-:23]Cl=O.[Na+]. Product: [CH3:2][CH2:1][O:3][C:4]([C:6]1[NH:7][C:8]2[C:13]([C:14]=1[C:15]([OH:23])=[O:16])=[CH:12][CH:11]=[C:10]([Cl:17])[CH:9]=2)=[O:5]. The catalyst class is: 371. (2) Reactant: [CH3:1][N:2]1[CH:6]=[C:5]([C:7]2[CH:8]=[C:9]3[C:14](=[CH:15][CH:16]=2)[NH:13][CH2:12][CH2:11][CH2:10]3)[CH:4]=[N:3]1.Br[C:18]1[C:22]2[CH2:23][N:24]([C:27]([O:29][C:30]([CH3:33])([CH3:32])[CH3:31])=[O:28])[CH2:25][CH2:26][C:21]=2[N:20]([C@H:34]2[CH2:38][CH2:37][O:36][CH2:35]2)[N:19]=1.C([O-])([O-])=O.[Cs+].[Cs+].C1(P(C2C=CC=CC=2)C2C3OC4C(=CC=CC=4P(C4C=CC=CC=4)C4C=CC=CC=4)C(C)(C)C=3C=CC=2)C=CC=CC=1. Product: [CH3:1][N:2]1[CH:6]=[C:5]([C:7]2[CH:8]=[C:9]3[C:14](=[CH:15][CH:16]=2)[N:13]([C:18]2[C:22]4[CH2:23][N:24]([C:27]([O:29][C:30]([CH3:32])([CH3:33])[CH3:31])=[O:28])[CH2:25][CH2:26][C:21]=4[N:20]([C@H:34]4[CH2:38][CH2:37][O:36][CH2:35]4)[N:19]=2)[CH2:12][CH2:11][CH2:10]3)[CH:4]=[N:3]1. The catalyst class is: 62.